Dataset: Full USPTO retrosynthesis dataset with 1.9M reactions from patents (1976-2016). Task: Predict the reactants needed to synthesize the given product. (1) Given the product [C:4]([C:3]1[CH:6]=[CH:7][C:8]([CH:10]([O:35][C:42](=[O:44])[CH3:43])[C:11]2[N:12]=[CH:13][N:14]([C:16]([C:23]3[CH:24]=[CH:25][CH:26]=[CH:27][CH:28]=3)([C:17]3[CH:22]=[CH:21][CH:20]=[CH:19][CH:18]=3)[C:29]3[CH:34]=[CH:33][CH:32]=[CH:31][CH:30]=3)[CH:15]=2)=[CH:9][C:2]=1[F:1])#[N:5], predict the reactants needed to synthesize it. The reactants are: [F:1][C:2]1[CH:9]=[C:8]([CH:10]([OH:35])[C:11]2[N:12]=[CH:13][N:14]([C:16]([C:29]3[CH:34]=[CH:33][CH:32]=[CH:31][CH:30]=3)([C:23]3[CH:28]=[CH:27][CH:26]=[CH:25][CH:24]=3)[C:17]3[CH:22]=[CH:21][CH:20]=[CH:19][CH:18]=3)[CH:15]=2)[CH:7]=[CH:6][C:3]=1[C:4]#[N:5].N1C=CC=CC=1.[C:42](OC(=O)C)(=[O:44])[CH3:43]. (2) Given the product [CH3:34][O:33][C:27]1[CH:26]=[C:25]([CH:30]=[CH:29][C:28]=1[O:31][CH3:32])[C:24]([N:17]1[C:18]2[C:23](=[CH:22][CH:21]=[CH:20][CH:19]=2)[CH:14]([N:12]2[C:13]3[CH:1]=[CH:2][CH:3]=[CH:4][C:5]=3[C:6]3[C:11]2=[CH:10][CH:9]=[CH:8][CH:7]=3)[CH2:15][CH:16]1[CH2:36][CH2:37][CH2:38][CH2:39][CH2:40][N:53]1[CH2:52][CH2:51][CH:50]([C:46]2[CH:47]=[CH:48][CH:49]=[C:44]([C:43]([F:42])([F:56])[F:57])[CH:45]=2)[CH2:55][CH2:54]1)=[O:35], predict the reactants needed to synthesize it. The reactants are: [CH:1]1[C:13]2[N:12]([CH:14]3[C:23]4[C:18](=[CH:19][CH:20]=[CH:21][CH:22]=4)[N:17]([C:24](=[O:35])[C:25]4[CH:30]=[CH:29][C:28]([O:31][CH3:32])=[C:27]([O:33][CH3:34])[CH:26]=4)[CH:16]([CH2:36][CH2:37][CH2:38][CH2:39][CH2:40]O)[CH2:15]3)[C:11]3[C:6](=[CH:7][CH:8]=[CH:9][CH:10]=3)[C:5]=2[CH:4]=[CH:3][CH:2]=1.[F:42][C:43]([F:57])([F:56])[C:44]1[CH:45]=[C:46]([CH:50]2[CH2:55][CH2:54][NH:53][CH2:52][CH2:51]2)[CH:47]=[CH:48][CH:49]=1. (3) Given the product [CH3:32][O:31][C:28]1[CH:29]=[CH:30][C:25]([NH:24][C:17]2[C:18]3[N:19]([CH:21]=[CH:22][N:23]=3)[N:20]=[C:15]([N:11]3[CH2:12][CH2:13][CH2:14][CH:9]([NH:8][C:43]([C:42]4[CH:46]=[CH:47][C:39]([C:37]([O:36][CH3:35])=[O:38])=[CH:40][CH:41]=4)=[O:44])[CH2:10]3)[CH:16]=2)=[N:26][C:27]=1[O:33][CH3:34], predict the reactants needed to synthesize it. The reactants are: FC(F)(F)C(O)=O.[NH2:8][CH:9]1[CH2:14][CH2:13][CH2:12][N:11]([C:15]2[CH:16]=[C:17]([NH:24][C:25]3[CH:30]=[CH:29][C:28]([O:31][CH3:32])=[C:27]([O:33][CH3:34])[N:26]=3)[C:18]3[N:19]([CH:21]=[CH:22][N:23]=3)[N:20]=2)[CH2:10]1.[CH3:35][O:36][C:37]([C:39]1[CH:47]=[CH:46][C:42]([C:43](O)=[O:44])=[CH:41][CH:40]=1)=[O:38].CCN=C=NCCCN(C)C.C(N(CC)CC)C.CN1C=CN=C1. (4) Given the product [Cl:21][C:22]1[N:27]=[C:26]([NH:13][C@H:10]2[CH2:11][CH2:12][N:8]([C:1]([O:3][C:4]([CH3:7])([CH3:6])[CH3:5])=[O:2])[CH2:9]2)[CH:25]=[CH:24][N:23]=1, predict the reactants needed to synthesize it. The reactants are: [C:1]([N:8]1[CH2:12][CH2:11][C@H:10]([NH2:13])[CH2:9]1)([O:3][C:4]([CH3:7])([CH3:6])[CH3:5])=[O:2].C(N(CC)CC)C.[Cl:21][C:22]1[N:27]=[C:26](Cl)[CH:25]=[CH:24][N:23]=1.O. (5) Given the product [NH2:1][C@@H:2]([C:22]([OH:24])=[O:23])[CH2:3][CH2:4][C:5]([NH:7][C@@H:8]([C:19]([O:21][CH2:74][C:73]([F:77])([F:76])[F:72])=[O:20])[CH2:9][C:10]1[C:18]2[C:13](=[CH:14][CH:15]=[CH:16][CH:17]=2)[NH:12][CH:11]=1)=[O:6], predict the reactants needed to synthesize it. The reactants are: [NH:1](C(OCC1C=CC=CC=1)=O)[C@@H:2]([C:22]([O:24]CC1C=CC=CC=1)=[O:23])[CH2:3][CH2:4][C:5]([NH:7][C@@H:8]([C:19]([OH:21])=[O:20])[CH2:9][C:10]1[C:18]2[C:13](=[CH:14][CH:15]=[CH:16][CH:17]=2)[NH:12][CH:11]=1)=[O:6].ON1C(=O)CCC1=O.CCN=C=NCCCN(C)C.Cl.Cl.CCN(C(C)C)C(C)C.[F:72][C:73]([F:77])([F:76])[CH2:74]O. (6) Given the product [NH2:1][C:4]1[CH:5]=[CH:6][C:7]([C:10]2[CH:11]=[C:12]([O:20][CH3:21])[C:13]([O:18][CH3:19])=[C:14]([O:16][CH3:17])[CH:15]=2)=[N:8][CH:9]=1, predict the reactants needed to synthesize it. The reactants are: [N+:1]([C:4]1[CH:5]=[CH:6][C:7]([C:10]2[CH:15]=[C:14]([O:16][CH3:17])[C:13]([O:18][CH3:19])=[C:12]([O:20][CH3:21])[CH:11]=2)=[N:8][CH:9]=1)([O-])=O. (7) The reactants are: [F:1][C:2]([F:13])([S:6][C:7]1[CH:12]=[CH:11][CH:10]=[CH:9][CH:8]=1)[C:3]([NH2:5])=O.B.C1COCC1. Given the product [F:13][C:2]([F:1])([S:6][C:7]1[CH:8]=[CH:9][CH:10]=[CH:11][CH:12]=1)[CH2:3][NH2:5], predict the reactants needed to synthesize it. (8) Given the product [F:13][C:12]([F:15])([F:14])[C:4]1[CH:3]=[C:2]([O:17][CH3:16])[CH:7]=[C:6]([C:8]([F:11])([F:10])[F:9])[CH:5]=1, predict the reactants needed to synthesize it. The reactants are: Br[C:2]1[CH:7]=[C:6]([C:8]([F:11])([F:10])[F:9])[CH:5]=[C:4]([C:12]([F:15])([F:14])[F:13])[CH:3]=1.[CH3:16][O-:17].[Na+].O. (9) Given the product [CH3:1][O:2][C:3](=[O:22])[C:4]1[CH:9]=[C:8]([N+:10]([O-:12])=[O:11])[CH:7]=[C:6]([C:13](=[O:21])[C:14]2[CH:19]=[CH:18][C:17]([NH:28][C:27]3[CH:29]=[CH:30][C:24]([Cl:23])=[CH:25][CH:26]=3)=[CH:16][CH:15]=2)[CH:5]=1, predict the reactants needed to synthesize it. The reactants are: [CH3:1][O:2][C:3](=[O:22])[C:4]1[CH:9]=[C:8]([N+:10]([O-:12])=[O:11])[CH:7]=[C:6]([C:13](=[O:21])[C:14]2[CH:19]=[CH:18][C:17](Br)=[CH:16][CH:15]=2)[CH:5]=1.[Cl:23][C:24]1[CH:30]=[CH:29][C:27]([NH2:28])=[CH:26][CH:25]=1. (10) Given the product [CH3:23][N:6]1[C:2]([CH3:22])([CH3:1])[CH2:3][C:4](=[O:21])[N:5]1[C:7]1[CH:12]=[CH:11][C:10]([C:13]#[C:14][C:15]2[CH:20]=[CH:19][CH:18]=[CH:17][CH:16]=2)=[CH:9][N:8]=1, predict the reactants needed to synthesize it. The reactants are: [CH3:1][C:2]1([CH3:22])[NH:6][N:5]([C:7]2[CH:12]=[CH:11][C:10]([C:13]#[C:14][C:15]3[CH:20]=[CH:19][CH:18]=[CH:17][CH:16]=3)=[CH:9][N:8]=2)[C:4](=[O:21])[CH2:3]1.[C:23]([O-])([O-])=O.[K+].[K+].IC.